This data is from Forward reaction prediction with 1.9M reactions from USPTO patents (1976-2016). The task is: Predict the product of the given reaction. (1) Given the reactants Cl[C:2]1[C:11]2[C:6](=[CH:7][CH:8]=[C:9]([O:12][CH2:13][CH2:14][O:15][CH3:16])[CH:10]=2)[N:5]=[CH:4][N:3]=1.[O:17]1[C:21]2[CH:22]=[CH:23][C:24]([O:26][C:27]3[CH:32]=[CH:31][C:30]([NH2:33])=[CH:29][C:28]=3[CH3:34])=[CH:25][C:20]=2[N:19]=[CH:18]1, predict the reaction product. The product is: [O:17]1[C:21]2[CH:22]=[CH:23][C:24]([O:26][C:27]3[CH:32]=[CH:31][C:30]([NH:33][C:2]4[C:11]5[C:6](=[CH:7][CH:8]=[C:9]([O:12][CH2:13][CH2:14][O:15][CH3:16])[CH:10]=5)[N:5]=[CH:4][N:3]=4)=[CH:29][C:28]=3[CH3:34])=[CH:25][C:20]=2[N:19]=[CH:18]1. (2) Given the reactants [CH:1]1[C:6]([C:7]2[C:16](=[O:17])[C:15]3[C:14](O)=[CH:13][C:12](O)=[CH:11][C:10]=3[O:9][CH:8]=2)=[CH:5][CH:4]=[C:3](O)[CH:2]=1.C([O-])([O-])=O.[K+].[K+].CI, predict the reaction product. The product is: [O:9]1[C:10]2[C:15](=[CH:14][CH:13]=[CH:12][CH:11]=2)[C:16](=[O:17])[C:7]([C:6]2[CH:1]=[CH:2][CH:3]=[CH:4][CH:5]=2)=[CH:8]1.